From a dataset of Forward reaction prediction with 1.9M reactions from USPTO patents (1976-2016). Predict the product of the given reaction. Given the reactants C(OC([N:8]1[CH2:13][CH2:12][CH:11]([N:14]2[CH:18]=[C:17]([C:19]3[CH:20]=[N:21][C:22]([NH2:36])=[C:23]([C:25]4[N:26]=[CH:27][C:28]5[C:33]([C:34]=4[CH3:35])=[CH:32][CH:31]=[CH:30][CH:29]=5)[CH:24]=3)[CH:16]=[N:15]2)[CH2:10][CH2:9]1)=O)(C)(C)C.[ClH:37], predict the reaction product. The product is: [ClH:37].[ClH:37].[ClH:37].[CH3:35][C:34]1[C:33]2[C:28](=[CH:29][CH:30]=[CH:31][CH:32]=2)[CH:27]=[N:26][C:25]=1[C:23]1[C:22]([NH2:36])=[N:21][CH:20]=[C:19]([C:17]2[CH:16]=[N:15][N:14]([CH:11]3[CH2:12][CH2:13][NH:8][CH2:9][CH2:10]3)[CH:18]=2)[CH:24]=1.